This data is from Catalyst prediction with 721,799 reactions and 888 catalyst types from USPTO. The task is: Predict which catalyst facilitates the given reaction. Reactant: C1N=CN(C(N2C=NC=C2)=O)C=1.[C:13]([C:15]1[C:16]([N:30]2[CH2:33][CH:32]([C:34](O)=[O:35])[CH2:31]2)=[N:17][C:18]([C:26]([F:29])([F:28])[F:27])=[C:19]([C:21]([O:23][CH2:24][CH3:25])=[O:22])[CH:20]=1)#[N:14].[F:37][C:38]1[CH:43]=[CH:42][C:41]([CH2:44][S:45]([NH2:48])(=[O:47])=[O:46])=[CH:40][CH:39]=1.C1CCN2C(=NCCC2)CC1. The catalyst class is: 23. Product: [C:13]([C:15]1[C:16]([N:30]2[CH2:31][CH:32]([C:34]([NH:48][S:45]([CH2:44][C:41]3[CH:42]=[CH:43][C:38]([F:37])=[CH:39][CH:40]=3)(=[O:47])=[O:46])=[O:35])[CH2:33]2)=[N:17][C:18]([C:26]([F:29])([F:27])[F:28])=[C:19]([CH:20]=1)[C:21]([O:23][CH2:24][CH3:25])=[O:22])#[N:14].